This data is from Full USPTO retrosynthesis dataset with 1.9M reactions from patents (1976-2016). The task is: Predict the reactants needed to synthesize the given product. (1) The reactants are: [C:1]([C:4]1[S:8][C:7]([C:9]([OH:11])=O)=[CH:6][CH:5]=1)(=[O:3])[CH3:2].C1C=CC2N(O)N=NC=2C=1.CCN=C=NCCCN(C)C.Cl.[CH2:34]([NH2:41])[C:35]1[CH:40]=[CH:39][CH:38]=[CH:37][CH:36]=1. Given the product [C:1]([C:4]1[S:8][C:7]([C:9]([NH:41][CH2:34][C:35]2[CH:40]=[CH:39][CH:38]=[CH:37][CH:36]=2)=[O:11])=[CH:6][CH:5]=1)(=[O:3])[CH3:2], predict the reactants needed to synthesize it. (2) Given the product [OH:13][CH2:12][CH:7]1[N:6]2[C:2](=[O:1])[O:3][N:4]=[C:5]2[CH2:11][CH2:10][CH2:9][CH2:8]1, predict the reactants needed to synthesize it. The reactants are: [O:1]=[C:2]1[N:6]2[CH:7]([C:12](OC)=[O:13])[CH2:8][CH2:9][CH2:10][CH2:11][C:5]2=[N:4][O:3]1.[BH4-].[Li+]. (3) The reactants are: [NH2:1][C@@H:2]1[CH2:6][CH2:5][N:4]([C:7]2[N:15]=[C:14]3[C:10]([N:11]=[CH:12][N:13]3[C@@H:16]3[CH2:20][C@H:19]([N:21]4[N:25]=[C:24]([CH2:26][CH3:27])[CH:23]=[N:22]4)[C@@H:18]([OH:28])[C@H:17]3[OH:29])=[C:9]([NH:30][CH2:31][CH:32]([C:39]3[CH:44]=[CH:43][CH:42]=[CH:41][CH:40]=3)[C:33]3[CH:38]=[CH:37][CH:36]=[CH:35][CH:34]=3)[N:8]=2)[CH2:3]1.[ClH:45].C1(C(C2C=CC=CC=2)CNC2N=C(N3CC[C@@H](N[C:70](NCC4C=CC=CN=4)=[O:71])C3)N=C3C=2N=CN3[C@@H]2C[C@H](N3N=NC(CC)=N3)[C@@H](O)[C@H]2O)C=CC=CC=1.NCC1C=CC=CN=1.[NH2:108][CH2:109][C:110]1[CH:111]=[C:112]([OH:116])[CH:113]=[CH:114][CH:115]=1. Given the product [ClH:45].[C:33]1([CH:32]([C:39]2[CH:40]=[CH:41][CH:42]=[CH:43][CH:44]=2)[CH2:31][NH:30][C:9]2[N:8]=[C:7]([N:4]3[CH2:5][CH2:6][C@@H:2]([NH:1][C:70]([NH:108][CH2:109][C:110]4[CH:115]=[CH:114][CH:113]=[C:112]([OH:116])[CH:111]=4)=[O:71])[CH2:3]3)[N:15]=[C:14]3[C:10]=2[N:11]=[CH:12][N:13]3[C@@H:16]2[CH2:20][C@H:19]([N:21]3[N:25]=[C:24]([CH2:26][CH3:27])[CH:23]=[N:22]3)[C@@H:18]([OH:28])[C@H:17]2[OH:29])[CH:34]=[CH:35][CH:36]=[CH:37][CH:38]=1, predict the reactants needed to synthesize it. (4) Given the product [OH:21][C:19]([CH3:22])([CH3:20])[CH2:18][NH:17][C:13]([C:10]1[S:11][CH:12]=[C:8]([C:6]([O:5][C:1]([CH3:2])([CH3:3])[CH3:4])=[O:7])[N:9]=1)=[O:15], predict the reactants needed to synthesize it. The reactants are: [C:1]([O:5][C:6]([C:8]1[N:9]=[C:10]([C:13]([O-:15])=O)[S:11][CH:12]=1)=[O:7])([CH3:4])([CH3:3])[CH3:2].[Na+].[NH2:17][CH2:18][C:19]([CH3:22])([OH:21])[CH3:20].CCN(C(C)C)C(C)C.CN(C(ON1N=NC2C=CC=NC1=2)=[N+](C)C)C.F[P-](F)(F)(F)(F)F. (5) The reactants are: [F:1][C:2]1[CH:3]=[C:4]([C:24]2[CH:25]=[C:26]([NH:33][C:34]3[CH:39]=[CH:38][C:37]([N:40]4[CH2:45][CH2:44][N:43]([CH3:46])[CH2:42][CH2:41]4)=[CH:36][N:35]=3)[C:27]3[N:28]([CH:30]=[CH:31][N:32]=3)[CH:29]=2)[C:5]([CH2:22][OH:23])=[C:6]([N:8]2[CH2:20][CH2:19]N3[C:12]4[CH2:13][CH2:14][CH2:15][CH2:16][C:17]=4[CH:18]=[C:10]3[C:9]2=[O:21])[CH:7]=1.C(OCC1C(N2CCC3C4CCCCC=4[S:66]C=3C2=O)=CC(F)=CC=1B1OC(C)(C)C(C)(C)O1)(=O)C.ClC1C=C(NC2C=CC(N3CCN(C)CC3)=CN=2)C2N(C=CN=2)C=1. Given the product [F:1][C:2]1[CH:3]=[C:4]([C:24]2[CH:25]=[C:26]([NH:33][C:34]3[CH:39]=[CH:38][C:37]([N:40]4[CH2:45][CH2:44][N:43]([CH3:46])[CH2:42][CH2:41]4)=[CH:36][N:35]=3)[C:27]3[N:28]([CH:30]=[CH:31][N:32]=3)[CH:29]=2)[C:5]([CH2:22][OH:23])=[C:6]([N:8]2[C:9](=[O:21])[C:10]3[S:66][C:12]4[CH2:13][CH2:14][CH2:15][CH2:16][C:17]=4[C:18]=3[CH2:19][CH2:20]2)[CH:7]=1, predict the reactants needed to synthesize it. (6) Given the product [CH:1]1([CH2:6][C@@H:7]([C:8]([N:10]2[CH:14]([C:15]([NH:59][C:57]3[CH:56]=[CH:55][CH:54]=[C:53]([CH2:51][CH3:50])[N:58]=3)=[O:16])[CH2:13][CH:12]=[N:11]2)=[O:9])[CH2:18][C:19]([O:21][C:22]([CH3:23])([CH3:24])[CH3:25])=[O:20])[CH2:2][CH2:3][CH2:4][CH2:5]1, predict the reactants needed to synthesize it. The reactants are: [CH:1]1([CH2:6][C@H:7]([CH2:18][C:19]([O:21][C:22]([CH3:25])([CH3:24])[CH3:23])=[O:20])[C:8]([N:10]2[CH:14]([C:15](O)=[O:16])[CH2:13][CH:12]=[N:11]2)=[O:9])[CH2:5][CH2:4][CH2:3][CH2:2]1.COC1N=C(OC)N=C([N+]2(C)CCOCC2)N=1.CN1CCOCC1.[CH3:50][CH:51]([C:53]1[N:58]=[C:57]([NH2:59])[CH:56]=[CH:55][CH:54]=1)C. (7) Given the product [NH2:1][C:2]1[CH:3]=[CH:4][C:5]([CH:11]2[CH2:12][CH2:13][N:14]([C:17]3[N:22]=[C:21]([O:23][CH2:24][C@H:25]4[CH2:27][C@H:26]4[C:28]#[N:29])[N:20]=[C:19]([C:30]([OH:32])=[O:31])[N:18]=3)[CH2:15][CH2:16]2)=[N:6][C:7]=1[C:8](=[O:10])[NH2:9], predict the reactants needed to synthesize it. The reactants are: [NH2:1][C:2]1[CH:3]=[CH:4][C:5]([CH:11]2[CH2:16][CH2:15][N:14]([C:17]3[N:22]=[C:21]([O:23][CH2:24][C@H:25]4[CH2:27][C@H:26]4[C:28]#[N:29])[N:20]=[C:19]([C:30]([O:32]C)=[O:31])[N:18]=3)[CH2:13][CH2:12]2)=[N:6][C:7]=1[C:8](=[O:10])[NH2:9].[Li+].[OH-].Cl. (8) Given the product [NH2:41][C:39](=[O:40])[CH2:38][N:15]([S:12]([C:7]1[CH:6]=[CH:5][C:4]2[C:9](=[CH:10][CH:11]=[C:2]([Cl:1])[CH:3]=2)[CH:8]=1)(=[O:13])=[O:14])[C@H:16]1[CH2:20][CH2:19][N:18]([C@@H:21]([CH3:29])[C:22]([O:24][C:25]([CH3:26])([CH3:28])[CH3:27])=[O:23])[C:17]1=[O:30], predict the reactants needed to synthesize it. The reactants are: [Cl:1][C:2]1[CH:3]=[C:4]2[C:9](=[CH:10][CH:11]=1)[CH:8]=[C:7]([S:12]([NH:15][C@H:16]1[CH2:20][CH2:19][N:18]([C@@H:21]([CH3:29])[C:22]([O:24][C:25]([CH3:28])([CH3:27])[CH3:26])=[O:23])[C:17]1=[O:30])(=[O:14])=[O:13])[CH:6]=[CH:5]2.C(=O)([O-])[O-].[K+].[K+].Br[CH2:38][C:39]([NH2:41])=[O:40]. (9) Given the product [N:1]1([C:5]2[CH:10]=[C:9]([Cl:11])[N:8]=[C:7]([CH:16]3[CH2:18][CH2:17]3)[N:6]=2)[CH2:4][CH2:3][CH2:2]1, predict the reactants needed to synthesize it. The reactants are: [N:1]1([C:5]2[CH:10]=[C:9]([Cl:11])[N:8]=[C:7](S(C)(=O)=O)[N:6]=2)[CH2:4][CH2:3][CH2:2]1.[CH:16]1([Mg]Br)[CH2:18][CH2:17]1.[Cl-].[NH4+]. (10) Given the product [ClH:34].[CH3:1][O:2][C:3]1[CH:4]=[C:5]2[C:10](=[CH:11][C:12]=1[O:13][CH2:14][CH2:15][N:16]1[CH2:17][CH2:18][O:19][CH2:20][CH2:21]1)[N:9]=[CH:8][CH:7]=[C:6]2[O:22][C:23]1[C:24]([CH3:33])=[N:25][C:26]2[C:31]([CH:32]=1)=[CH:30][CH:29]=[CH:28][CH:27]=2, predict the reactants needed to synthesize it. The reactants are: [CH3:1][O:2][C:3]1[CH:4]=[C:5]2[C:10](=[CH:11][C:12]=1[O:13][CH2:14][CH2:15][N:16]1[CH2:21][CH2:20][O:19][CH2:18][CH2:17]1)[N:9]=[CH:8][CH:7]=[C:6]2[O:22][C:23]1[C:24]([CH3:33])=[N:25][C:26]2[C:31]([CH:32]=1)=[CH:30][CH:29]=[CH:28][CH:27]=2.[ClH:34].CO.